From a dataset of Catalyst prediction with 721,799 reactions and 888 catalyst types from USPTO. Predict which catalyst facilitates the given reaction. (1) Reactant: Br[C:2]1[CH:7]=[CH:6][CH:5]=[CH:4][C:3]=1[Br:8].[Li]CCCC.[CH3:14][CH:15]([CH3:34])[CH2:16][CH:17]([N:27]=[CH:28][C:29]1[S:30][CH:31]=[CH:32][N:33]=1)[C:18]12[O:25][CH2:24][C:21]([CH3:26])([CH2:22][O:23]1)[CH2:20][O:19]2. Product: [Br:8][C:3]1[CH:4]=[CH:5][C:6]([CH:28]([NH:27][CH:17]([C:18]23[O:25][CH2:24][C:21]([CH3:26])([CH2:22][O:23]2)[CH2:20][O:19]3)[CH2:16][CH:15]([CH3:34])[CH3:14])[C:29]2[S:30][CH:31]=[CH:32][N:33]=2)=[CH:7][CH:2]=1. The catalyst class is: 28. (2) Reactant: [Cl:1][C:2]1[CH:3]=[C:4]([NH:9][C:10]2[C:19]3[C:14](=[CH:15][C:16]([O:22][CH2:23][C:24]#[N:25])=[C:17]([O:20][CH3:21])[CH:18]=3)[N:13]=[CH:12][N:11]=2)[CH:5]=[CH:6][C:7]=1[Cl:8].[NH2:26][OH:27]. Product: [Cl:1][C:2]1[CH:3]=[C:4]([NH:9][C:10]2[C:19]3[C:14](=[CH:15][C:16]([O:22][CH2:23][C:24](=[NH:25])[NH:26][OH:27])=[C:17]([O:20][CH3:21])[CH:18]=3)[N:13]=[CH:12][N:11]=2)[CH:5]=[CH:6][C:7]=1[Cl:8]. The catalyst class is: 14. (3) The catalyst class is: 18. Product: [CH3:10][O:9][C:7]1[CH:6]=[C:5]([CH:11]=[C:12]([C:16]2[CH:21]=[CH:20][C:19]([O:22][C:23]3[CH:28]=[CH:27][C:26]([CH2:29][CH2:30][C:31](=[O:36])[NH:32][C:33]([NH2:35])=[O:34])=[CH:25][CH:24]=3)=[CH:18][CH:17]=2)[C:13]([N:39]([CH3:40])[CH3:37])=[O:15])[CH:4]=[C:3]([O:2][CH3:1])[CH:8]=1. Reactant: [CH3:1][O:2][C:3]1[CH:4]=[C:5]([CH:11]=[C:12]([C:16]2[CH:21]=[CH:20][C:19]([O:22][C:23]3[CH:28]=[CH:27][C:26]([CH2:29][CH2:30][C:31](=[O:36])[NH:32][C:33]([NH2:35])=[O:34])=[CH:25][CH:24]=3)=[CH:18][CH:17]=2)[C:13]([OH:15])=O)[CH:6]=[C:7]([O:9][CH3:10])[CH:8]=1.[C:37](N1C=CN=C1)([N:39]1C=CN=[CH:40]1)=O.CNC.C1COCC1.